Dataset: Peptide-MHC class I binding affinity with 185,985 pairs from IEDB/IMGT. Task: Regression. Given a peptide amino acid sequence and an MHC pseudo amino acid sequence, predict their binding affinity value. This is MHC class I binding data. (1) The peptide sequence is YDRLASTVI. The MHC is HLA-B39:01 with pseudo-sequence HLA-B39:01. The binding affinity (normalized) is 0.0847. (2) The peptide sequence is YVMNIERQDY. The MHC is HLA-A33:01 with pseudo-sequence HLA-A33:01. The binding affinity (normalized) is 0.0706. (3) The peptide sequence is IQTHCEVGY. The MHC is HLA-A03:01 with pseudo-sequence HLA-A03:01. The binding affinity (normalized) is 0.0847. (4) The peptide sequence is MHYKLDEVL. The MHC is HLA-B46:01 with pseudo-sequence HLA-B46:01. The binding affinity (normalized) is 0.0847. (5) The peptide sequence is KRMMVRHCL. The MHC is HLA-A02:03 with pseudo-sequence HLA-A02:03. The binding affinity (normalized) is 0.387. (6) The peptide sequence is ETIEDYLGY. The MHC is HLA-B51:01 with pseudo-sequence HLA-B51:01. The binding affinity (normalized) is 0.0847. (7) The peptide sequence is TVDFTDCRT. The MHC is HLA-A02:03 with pseudo-sequence HLA-A02:03. The binding affinity (normalized) is 0.0571. (8) The peptide sequence is FITVLTSVDI. The MHC is HLA-A02:06 with pseudo-sequence HLA-A02:06. The binding affinity (normalized) is 0.339.